Task: Predict the reactants needed to synthesize the given product.. Dataset: Full USPTO retrosynthesis dataset with 1.9M reactions from patents (1976-2016) (1) Given the product [CH3:27][O:26][C:22]1[CH:21]=[C:20]2[C:25]([C:16]([O:8][C:5]3[CH:6]=[CH:7][C:2]([NH2:1])=[CH:3][CH:4]=3)=[CH:17][CH:18]=[N:19]2)=[N:24][CH:23]=1, predict the reactants needed to synthesize it. The reactants are: [NH2:1][C:2]1[CH:7]=[CH:6][C:5]([OH:8])=[CH:4][CH:3]=1.C(=O)([O-])[O-].[Cs+].[Cs+].Cl[C:16]1[CH:17]=[CH:18][N:19]=[C:20]2[C:25]=1[N:24]=[CH:23][C:22]([O:26][CH3:27])=[CH:21]2. (2) Given the product [CH2:14]([O:16][C:17](=[O:27])[C:18]([CH2:24][NH:5][CH:1]1[CH2:4][CH2:3][CH2:2]1)([CH3:25])[CH2:19][CH2:20][CH:21]([CH3:22])[CH3:23])[CH3:15], predict the reactants needed to synthesize it. The reactants are: [CH:1]1([NH2:5])[CH2:4][CH2:3][CH2:2]1.C(O)(=O)C.C([BH3-])#N.[Na+].[CH2:14]([O:16][C:17](=[O:27])[C:18]([CH:25]=O)([CH3:24])[CH2:19][CH2:20][CH:21]([CH3:23])[CH3:22])[CH3:15].